From a dataset of Full USPTO retrosynthesis dataset with 1.9M reactions from patents (1976-2016). Predict the reactants needed to synthesize the given product. Given the product [C:1]([O:4][CH2:5][CH2:6][N:7]1[C:11]([C:12]2[CH:17]=[CH:16][CH:15]=[CH:14][CH:13]=2)=[C:10]([CH3:18])[S:9][C:8]1=[C:44]1[S:43][C:42](=[N:41][C:39]2[CH:40]=[C:35]([C:32](=[O:34])[CH3:33])[CH:36]=[CH:37][C:38]=2[NH:55][CH2:56][CH3:57])[N:46]([CH2:47][C:48]2[CH:53]=[CH:52][CH:51]=[CH:50][CH:49]=2)[C:45]1=[O:54])(=[O:3])[CH3:2], predict the reactants needed to synthesize it. The reactants are: [C:1]([O:4][CH2:5][CH2:6][N:7]1[C:11]([C:12]2[CH:17]=[CH:16][CH:15]=[CH:14][CH:13]=2)=[C:10]([CH3:18])[S:9][C:8]1=S)(=[O:3])[CH3:2].C1(C)C=CC(S(OC)(=O)=O)=CC=1.[C:32]([C:35]1[CH:36]=[CH:37][C:38]([NH:55][CH2:56][CH3:57])=[C:39]([N:41]=[C:42]2[N:46]([CH2:47][C:48]3[CH:53]=[CH:52][CH:51]=[CH:50][CH:49]=3)[C:45](=[O:54])[CH2:44][S:43]2)[CH:40]=1)(=[O:34])[CH3:33].